This data is from Forward reaction prediction with 1.9M reactions from USPTO patents (1976-2016). The task is: Predict the product of the given reaction. (1) Given the reactants [Cl:1][C:2]1[S:3][CH:4]=[C:5]([CH3:17])[C:6]=1[NH:7][C:8]1[NH:12][C:11]2[CH:13]=[CH:14][CH:15]=[CH:16][C:10]=2[N:9]=1.CC(O)C.Cl, predict the reaction product. The product is: [ClH:1].[Cl:1][C:2]1[S:3][CH:4]=[C:5]([CH3:17])[C:6]=1[NH:7][C:8]1[NH:12][C:11]2[CH:13]=[CH:14][CH:15]=[CH:16][C:10]=2[N:9]=1. (2) Given the reactants Cl[C:2]1[C:7]([N+:8]([O-])=O)=[C:6]([C:11]2[CH:16]=[CH:15][CH:14]=[CH:13][C:12]=2[CH3:17])[N:5]=[CH:4][N:3]=1.[H][H], predict the reaction product. The product is: [C:12]1([CH3:17])[CH:13]=[CH:14][CH:15]=[CH:16][C:11]=1[C:6]1[C:7]([NH2:8])=[CH:2][N:3]=[CH:4][N:5]=1. (3) Given the reactants [F-:1].[K+].I([C:6]1[CH:11]=[CH:10][C:9]([C:12]2[S:13][C:14]3[CH:20]=[C:19]([O:21][CH3:22])[CH:18]=[CH:17][C:15]=3[N:16]=2)=[CH:8][CH:7]=1)(=O)=O.CO, predict the reaction product. The product is: [F:1][C:6]1[CH:11]=[CH:10][C:9]([C:12]2[S:13][C:14]3[CH:20]=[C:19]([O:21][CH3:22])[CH:18]=[CH:17][C:15]=3[N:16]=2)=[CH:8][CH:7]=1. (4) Given the reactants C([N:8]1[CH:12]=CN=C1)(N1C=CN=C1)=O.N.F[C:15](F)(F)[C:16]([O:18][C:19](=O)[C:20](F)(F)F)=O.N1C=[CH:31][CH:30]=[CH:29][CH:28]=1.[Cl-].[NH4+].[O:35]1[CH2:39][CH2:38][CH2:37][CH2:36]1, predict the reaction product. The product is: [CH:38]1([C:39]([C:29]2[CH:30]=[CH:31][C:16]([O:18][CH:19]([CH3:20])[C:12]#[N:8])=[CH:15][CH:28]=2)=[O:35])[CH2:36][CH2:37]1. (5) Given the reactants [CH2:1]([O:8][C:9](=[O:27])[C@H:10]([CH2:19][C:20]1[CH:25]=[CH:24][C:23]([OH:26])=[CH:22][CH:21]=1)[NH:11][C:12]([O:14][C:15]([CH3:18])([CH3:17])[CH3:16])=[O:13])[C:2]1[CH:7]=[CH:6][CH:5]=[CH:4][CH:3]=1.C(=O)([O-])[O-].[Cs+].[Cs+].Cl[CH2:35][C:36]#[N:37], predict the reaction product. The product is: [CH2:1]([O:8][C:9](=[O:27])[C@@H:10]([NH:11][C:12]([O:14][C:15]([CH3:16])([CH3:18])[CH3:17])=[O:13])[CH2:19][C:20]1[CH:25]=[CH:24][C:23]([O:26][CH2:35][C:36]#[N:37])=[CH:22][CH:21]=1)[C:2]1[CH:7]=[CH:6][CH:5]=[CH:4][CH:3]=1. (6) Given the reactants [CH:1]1([C:7]2[CH:13]=[CH:12][C:10]([NH2:11])=[CH:9][CH:8]=2)[CH2:6][CH2:5][CH2:4][CH2:3][CH2:2]1.[Cl:14][C:15]1[CH:20]=[CH:19][C:18]([NH:21][C:22](=[O:29])[CH2:23][S:24][CH2:25][C:26](O)=[O:27])=[C:17]([C:30]([O:32]C)=[O:31])[CH:16]=1, predict the reaction product. The product is: [Cl:14][C:15]1[CH:20]=[CH:19][C:18]([NH:21][C:22](=[O:29])[CH2:23][S:24][CH2:25][C:26]([NH:11][C:10]2[CH:9]=[CH:8][C:7]([CH:1]3[CH2:2][CH2:3][CH2:4][CH2:5][CH2:6]3)=[CH:13][CH:12]=2)=[O:27])=[C:17]([CH:16]=1)[C:30]([OH:32])=[O:31]. (7) The product is: [Cl:1][C:2]1[CH:3]=[C:4]2[NH:22][C:21]([O:31][C@H:32]3[C@H:36]4[O:37][CH2:38][C@@H:39]([OH:40])[C@H:35]4[O:34][CH2:33]3)=[N:20][C:5]2=[N:6][C:7]=1[N:8]1[CH2:13][CH2:12][CH:11]([C:14]2[CH:19]=[CH:18][CH:17]=[CH:16][CH:15]=2)[CH2:10][CH2:9]1. Given the reactants [Cl:1][C:2]1[CH:3]=[C:4]2[N:22](COCC[Si](C)(C)C)[C:21]([O:31][C@H:32]3[C@H:36]4[O:37][CH2:38][C@@H:39]([OH:40])[C@H:35]4[O:34][CH2:33]3)=[N:20][C:5]2=[N:6][C:7]=1[N:8]1[CH2:13][CH2:12][CH:11]([C:14]2[CH:19]=[CH:18][CH:17]=[CH:16][CH:15]=2)[CH2:10][CH2:9]1.FC(F)(F)C(O)=O, predict the reaction product.